This data is from Reaction yield outcomes from USPTO patents with 853,638 reactions. The task is: Predict the reaction yield, written as a fraction of the theoretical maximum amount of product (1.0 means a 100% yield; for example, 0.34 means a 34% yield). (1) The reactants are [CH3:1][O:2][C:3]([C:5]1[CH:10]=[CH:9][C:8]([NH:11][CH2:12][CH2:13][CH2:14][CH2:15][CH2:16][O:17][CH2:18][C:19]([OH:21])=O)=[CH:7][CH:6]=1)=[O:4].Cl.[NH2:23][C@@H:24]([C:50]([CH3:53])([CH3:52])[CH3:51])[C:25]([N:27]1[CH2:31][C@H:30]([OH:32])[CH2:29][C@H:28]1[C:33]([NH:35][C@H:36]([C:38]1[CH:43]=[CH:42][C:41]([C:44]2[S:48][CH:47]=[N:46][C:45]=2[CH3:49])=[CH:40][CH:39]=1)[CH3:37])=[O:34])=[O:26].F[B-](F)(F)F.N1(OC(N(C)C)=[N+](C)C)C2C=CC=CC=2N=N1.C(N(C(C)C)CC)(C)C. The catalyst is C(Cl)Cl. The product is [OH:32][C@H:30]1[CH2:31][N:27]([C:25](=[O:26])[C@@H:24]([NH:23][C:19](=[O:21])[CH2:18][O:17][CH2:16][CH2:15][CH2:14][CH2:13][CH2:12][NH:11][C:8]2[CH:7]=[CH:6][C:5]([C:3]([O:2][CH3:1])=[O:4])=[CH:10][CH:9]=2)[C:50]([CH3:53])([CH3:52])[CH3:51])[C@H:28]([C:33](=[O:34])[NH:35][C@H:36]([C:38]2[CH:39]=[CH:40][C:41]([C:44]3[S:48][CH:47]=[N:46][C:45]=3[CH3:49])=[CH:42][CH:43]=2)[CH3:37])[CH2:29]1. The yield is 0.290. (2) The reactants are [Br-].[CH3:2][O:3][C:4]1[CH:29]=[CH:28][C:7]([CH2:8][P+](C2C=CC=CC=2)(C2C=CC=CC=2)C2C=CC=CC=2)=[CH:6][C:5]=1[N+:30]([O-:32])=[O:31].C([Li])CCC.O=[C:39]1[CH2:44][CH2:43][N:42]([C:45]([O:47][CH2:48][C:49]2[CH:54]=[CH:53][CH:52]=[CH:51][CH:50]=2)=[O:46])[CH2:41][CH2:40]1. The catalyst is O1CCCC1.O. The product is [CH3:2][O:3][C:4]1[CH:29]=[CH:28][C:7]([CH:8]=[C:39]2[CH2:44][CH2:43][N:42]([C:45]([O:47][CH2:48][C:49]3[CH:50]=[CH:51][CH:52]=[CH:53][CH:54]=3)=[O:46])[CH2:41][CH2:40]2)=[CH:6][C:5]=1[N+:30]([O-:32])=[O:31]. The yield is 0.210. (3) The reactants are [OH-].[Na+].[OH:3][C:4]1[CH:9]=[C:8]([O:10][CH2:11][CH2:12][O:13][CH2:14][CH2:15][O:16][CH3:17])[CH:7]=[CH:6][C:5]=1[C:18]1[S:19][CH2:20][C@:21]([CH3:28])([C:23]([O:25]CC)=[O:24])[N:22]=1. The catalyst is CO. The product is [OH:3][C:4]1[CH:9]=[C:8]([O:10][CH2:11][CH2:12][O:13][CH2:14][CH2:15][O:16][CH3:17])[CH:7]=[CH:6][C:5]=1[C:18]1[S:19][CH2:20][C@:21]([CH3:28])([C:23]([OH:25])=[O:24])[N:22]=1. The yield is 0.800. (4) The reactants are [CH2:1]1[C:3]2([CH2:8][O:7][CH:6]([CH2:9][OH:10])[O:5][CH2:4]2)[CH2:2]1.[H-].[Na+].Cl[C:14]1[CH:19]=[CH:18][N+:17]([O-:20])=[C:16]([CH3:21])[C:15]=1[CH3:22]. The catalyst is CS(C)=O. The product is [CH2:2]1[C:3]2([CH2:8][O:7][CH:6]([CH2:9][O:10][C:14]3[CH:19]=[CH:18][N+:17]([O-:20])=[C:16]([CH3:21])[C:15]=3[CH3:22])[O:5][CH2:4]2)[CH2:1]1. The yield is 0.575.